Dataset: NCI-60 drug combinations with 297,098 pairs across 59 cell lines. Task: Regression. Given two drug SMILES strings and cell line genomic features, predict the synergy score measuring deviation from expected non-interaction effect. (1) Drug 1: CN(C)N=NC1=C(NC=N1)C(=O)N. Drug 2: C1=NC(=NC(=O)N1C2C(C(C(O2)CO)O)O)N. Cell line: SR. Synergy scores: CSS=14.6, Synergy_ZIP=-5.55, Synergy_Bliss=-4.10, Synergy_Loewe=-28.7, Synergy_HSA=-2.36. (2) Drug 1: C1CC(=O)NC(=O)C1N2C(=O)C3=CC=CC=C3C2=O. Drug 2: CC12CCC3C(C1CCC2OP(=O)(O)O)CCC4=C3C=CC(=C4)OC(=O)N(CCCl)CCCl.[Na+]. Cell line: SF-295. Synergy scores: CSS=53.4, Synergy_ZIP=-0.0546, Synergy_Bliss=1.32, Synergy_Loewe=-4.35, Synergy_HSA=-1.52. (3) Drug 1: CCC1=C2CN3C(=CC4=C(C3=O)COC(=O)C4(CC)O)C2=NC5=C1C=C(C=C5)O. Drug 2: C1C(C(OC1N2C=NC(=NC2=O)N)CO)O. Cell line: HCC-2998. Synergy scores: CSS=24.1, Synergy_ZIP=-3.93, Synergy_Bliss=-2.91, Synergy_Loewe=4.35, Synergy_HSA=5.17. (4) Drug 1: CCC1(CC2CC(C3=C(CCN(C2)C1)C4=CC=CC=C4N3)(C5=C(C=C6C(=C5)C78CCN9C7C(C=CC9)(C(C(C8N6C)(C(=O)OC)O)OC(=O)C)CC)OC)C(=O)OC)O.OS(=O)(=O)O. Drug 2: C1=NC2=C(N1)C(=S)N=CN2. Cell line: ACHN. Synergy scores: CSS=12.5, Synergy_ZIP=-3.51, Synergy_Bliss=0.745, Synergy_Loewe=-0.593, Synergy_HSA=0.108. (5) Drug 1: CC1CCC2CC(C(=CC=CC=CC(CC(C(=O)C(C(C(=CC(C(=O)CC(OC(=O)C3CCCCN3C(=O)C(=O)C1(O2)O)C(C)CC4CCC(C(C4)OC)OCCO)C)C)O)OC)C)C)C)OC. Drug 2: CN1C2=C(C=C(C=C2)N(CCCl)CCCl)N=C1CCCC(=O)O.Cl. Cell line: RXF 393. Synergy scores: CSS=6.41, Synergy_ZIP=0.491, Synergy_Bliss=1.79, Synergy_Loewe=-15.0, Synergy_HSA=-2.19. (6) Drug 1: CN(C)N=NC1=C(NC=N1)C(=O)N. Drug 2: CC1=C(C=C(C=C1)NC(=O)C2=CC=C(C=C2)CN3CCN(CC3)C)NC4=NC=CC(=N4)C5=CN=CC=C5. Cell line: HS 578T. Synergy scores: CSS=0.475, Synergy_ZIP=-1.12, Synergy_Bliss=-1.30, Synergy_Loewe=-3.41, Synergy_HSA=-2.45.